Dataset: Full USPTO retrosynthesis dataset with 1.9M reactions from patents (1976-2016). Task: Predict the reactants needed to synthesize the given product. Given the product [CH3:32][N:40]1[CH2:29][CH2:28][N:27]([C:2](=[O:1])[C@@H:3]([NH:18][C:19](=[O:26])[C:20]2[CH:25]=[CH:24][CH:23]=[CH:22][CH:21]=2)[CH2:4][CH2:5][CH2:6][CH2:7][NH:8][C@@H:9]2[CH2:11][C@H:10]2[C:12]2[CH:17]=[CH:16][CH:15]=[CH:14][CH:13]=2)[CH2:31][CH2:30]1, predict the reactants needed to synthesize it. The reactants are: [O:1]=[C:2]([N:27]1[CH2:31][CH2:30][CH2:29][CH2:28]1)[C@@H:3]([NH:18][C:19](=[O:26])[C:20]1[CH:25]=[CH:24][CH:23]=[CH:22][CH:21]=1)[CH2:4][CH2:5][CH2:6][CH2:7][NH:8][C@@H:9]1[CH2:11][C@H:10]1[C:12]1[CH:17]=[CH:16][CH:15]=[CH:14][CH:13]=1.[C:32]([NH:40][C@@H](CCCCO)C(O)=O)(=O)C1C=CC=CC=1.CN1CCCCC1.C(OP(ON1C(=O)C2C=CC=CC=2N=N1)(OCC)=O)C.N1C=CN=C1.C1([C@@H]2C[C@H]2N)C=CC=CC=1.[BH-](OC(C)=O)(OC(C)=O)OC(C)=O.[Na+].